Dataset: Forward reaction prediction with 1.9M reactions from USPTO patents (1976-2016). Task: Predict the product of the given reaction. Given the reactants [OH:1][CH2:2][C@@H:3]1[CH2:7][NH:6][CH2:5][C@H:4]1[CH2:8][N:9]([CH2:19][CH:20]([CH3:22])[CH3:21])[S:10]([C:13]1[CH:18]=[CH:17][CH:16]=[CH:15][CH:14]=1)(=[O:12])=[O:11].CC#N.O.CC#N, predict the reaction product. The product is: [CH:2]([C@@H:3]1[CH2:7][NH:6][CH2:5][C@H:4]1[CH2:8][N:9]([CH2:19][CH:20]([CH3:22])[CH3:21])[S:10]([C:13]1[CH:18]=[CH:17][CH:16]=[CH:15][CH:14]=1)(=[O:12])=[O:11])=[O:1].